From a dataset of Forward reaction prediction with 1.9M reactions from USPTO patents (1976-2016). Predict the product of the given reaction. (1) The product is: [O:45]=[C:44]([N:46]1[CH2:47][CH2:48][N:49]([C:52](=[O:63])[C:53]2[CH:58]=[CH:57][CH:56]=[CH:55][C:54]=2[C:59]([F:62])([F:61])[F:60])[CH2:50][CH2:51]1)[CH2:43][NH:42][C:17]([C:14]1[CH:13]=[N:12][C:11]([OH:10])=[CH:16][N:15]=1)=[O:19]. Given the reactants CCN(C(C)C)C(C)C.[OH:10][C:11]1[N:12]=[CH:13][C:14]([C:17]([OH:19])=O)=[N:15][CH:16]=1.C1C=CC2N(O)N=NC=2C=1.CCN=C=NCCCN(C)C.Cl.[NH2:42][CH2:43][C:44]([N:46]1[CH2:51][CH2:50][N:49]([C:52](=[O:63])[C:53]2[CH:58]=[CH:57][CH:56]=[CH:55][C:54]=2[C:59]([F:62])([F:61])[F:60])[CH2:48][CH2:47]1)=[O:45], predict the reaction product. (2) Given the reactants [C:1]([C:5]1[N:10]=[C:9]([NH:11][CH2:12][CH2:13][CH2:14][O:15][CH3:16])[C:8]([C:17]([N:19]([CH2:39][CH:40]([CH3:42])[CH3:41])[C@H:20]2[CH2:25][C@@H:24]([C:26](=[O:31])N(OC)C)[CH2:23][N:22]([C:32]([O:34][C:35]([CH3:38])([CH3:37])[CH3:36])=[O:33])[CH2:21]2)=[O:18])=[CH:7][N:6]=1)([CH3:4])([CH3:3])[CH3:2].[CH3:43][Mg]Br.[Cl-].[NH4+], predict the reaction product. The product is: [C:26]([C@@H:24]1[CH2:25][C@H:20]([N:19]([C:17]([C:8]2[C:9]([NH:11][CH2:12][CH2:13][CH2:14][O:15][CH3:16])=[N:10][C:5]([C:1]([CH3:4])([CH3:3])[CH3:2])=[N:6][CH:7]=2)=[O:18])[CH2:39][CH:40]([CH3:42])[CH3:41])[CH2:21][N:22]([C:32]([O:34][C:35]([CH3:38])([CH3:36])[CH3:37])=[O:33])[CH2:23]1)(=[O:31])[CH3:43]. (3) Given the reactants [O:1]=[C:2]1[N:7]2[CH:8]=[C:9]([C:11]([O:13]CC)=[O:12])[N:10]=[C:6]2[CH:5]=[CH:4][NH:3]1.C(=O)([O-])[O-].[Cs+].[Cs+], predict the reaction product. The product is: [O:1]=[C:2]1[N:7]2[CH:8]=[C:9]([C:11]([OH:13])=[O:12])[N:10]=[C:6]2[CH:5]=[CH:4][NH:3]1. (4) Given the reactants [CH2:1]([O:8][C:9]([NH:11][C:12]1[C:13]([F:41])=[C:14]([C:18]2[C:30]3[C:29]4[C:24](=[CH:25][C:26]([O:31][CH2:32][CH2:33][O:34][CH3:35])=[CH:27][CH:28]=4)[NH:23][C:22]=3[C:21]([C:36]([O:38]CC)=[O:37])=[N:20][CH:19]=2)[CH:15]=[CH:16][CH:17]=1)=[O:10])[C:2]1[CH:7]=[CH:6][CH:5]=[CH:4][CH:3]=1.O[Li].O, predict the reaction product. The product is: [CH2:1]([O:8][C:9]([NH:11][C:12]1[C:13]([F:41])=[C:14]([C:18]2[C:30]3[C:29]4[C:24](=[CH:25][C:26]([O:31][CH2:32][CH2:33][O:34][CH3:35])=[CH:27][CH:28]=4)[NH:23][C:22]=3[C:21]([C:36]([OH:38])=[O:37])=[N:20][CH:19]=2)[CH:15]=[CH:16][CH:17]=1)=[O:10])[C:2]1[CH:7]=[CH:6][CH:5]=[CH:4][CH:3]=1. (5) The product is: [C:10]([C:11]([N:17]([CH3:27])[C:18]([C:20]1[CH:21]=[CH:22][C:23]([I:26])=[CH:24][CH:25]=1)=[O:19])([CH3:16])[C:12]([NH:14][CH3:15])=[O:13])([OH:28])=[O:9]. Given the reactants [OH-].[K+].C1COCC1.C[O:9][C:10](=[O:28])[C:11]([N:17]([CH3:27])[C:18]([C:20]1[CH:25]=[CH:24][C:23]([I:26])=[CH:22][CH:21]=1)=[O:19])([CH3:16])[C:12]([NH:14][CH3:15])=[O:13].C(O)(=O)CC(CC(O)=O)(C(O)=O)O, predict the reaction product. (6) Given the reactants [H-].[H-].[H-].[H-].[Li+].[Al+3].[O:7]1[C:11]2([CH2:16][CH2:15][C:14](=[O:17])[CH2:13][CH2:12]2)[O:10][CH2:9][CH2:8]1.O.O.O.O.O.O.O.O.O.O.S([O-])([O-])(=O)=O.[Na+].[Na+], predict the reaction product. The product is: [O:7]1[C:11]2([CH2:16][CH2:15][CH:14]([OH:17])[CH2:13][CH2:12]2)[O:10][CH2:9][CH2:8]1. (7) Given the reactants [F:1][C:2]([F:22])([F:21])[O:3][C:4]1[CH:5]=[C:6]([C:10]2[C:11]3[O:18][C:17]([CH:19]=O)=[CH:16][C:12]=3[CH:13]=[N:14][CH:15]=2)[CH:7]=[CH:8][CH:9]=1.[CH3:23][N:24]1[CH2:28][C:27](=[O:29])[NH:26][C:25]1=[O:30].NCCC(O)=O, predict the reaction product. The product is: [CH3:23][N:24]1[C:25](=[O:30])[NH:26][C:27](=[O:29])/[C:28]/1=[CH:19]/[C:17]1[O:18][C:11]2[C:10]([C:6]3[CH:7]=[CH:8][CH:9]=[C:4]([O:3][C:2]([F:1])([F:22])[F:21])[CH:5]=3)=[CH:15][N:14]=[CH:13][C:12]=2[CH:16]=1. (8) Given the reactants Br[C:2]1[CH:3]=[C:4]2[C:9](=[CH:10][CH:11]=1)[NH:8][C:7]([CH3:13])([CH3:12])[CH:6]=[C:5]2[CH3:14].[N+:15]([C:18]1[CH:23]=[CH:22][CH:21]=[CH:20][C:19]=1B(O)O)([O-:17])=[O:16].CC1(C)C=C(C)C2C(=CC=C(OS(C(F)(F)F)(=O)=O)C=2)N1.C1C(=O)N(Br)C(=O)C1.[CH2:56]([SH:59])[CH:57]=[CH2:58], predict the reaction product. The product is: [CH2:56]([S:59][CH2:14][C:5]1[C:4]2[C:9](=[CH:10][CH:11]=[C:2]([C:19]3[CH:20]=[CH:21][CH:22]=[CH:23][C:18]=3[N+:15]([O-:17])=[O:16])[CH:3]=2)[NH:8][C:7]([CH3:13])([CH3:12])[CH:6]=1)[CH:57]=[CH2:58].